Task: Predict the reaction yield, written as a fraction of the theoretical maximum amount of product (1.0 means a 100% yield; for example, 0.34 means a 34% yield).. Dataset: Reaction yield outcomes from USPTO patents with 853,638 reactions The reactants are Cl[C:2]1[NH:10][C:9]2[C:4](=[N:5][CH:6]=[CH:7][CH:8]=2)[C:3]=1[C:11]#[N:12].[CH3:13][NH:14][CH3:15]. No catalyst specified. The product is [CH3:13][N:14]([CH3:15])[C:2]1[NH:10][C:9]2[C:4](=[N:5][CH:6]=[CH:7][CH:8]=2)[C:3]=1[C:11]#[N:12]. The yield is 0.400.